Dataset: Reaction yield outcomes from USPTO patents with 853,638 reactions. Task: Predict the reaction yield, written as a fraction of the theoretical maximum amount of product (1.0 means a 100% yield; for example, 0.34 means a 34% yield). (1) The reactants are [CH3:1][O:2][C:3]([C:5]1[S:6][C:7]([Br:28])=[CH:8][C:9]=1[N:10]([CH:20]1[CH2:25][O:24]C(C)(C)[O:22][CH2:21]1)[C:11]([C@H:13]1[CH2:18][CH2:17][C@H:16]([CH3:19])[CH2:15][CH2:14]1)=[O:12])=[O:4].Cl.C([O-])(O)=O.[Na+]. The catalyst is C1COCC1. The product is [CH3:1][O:2][C:3]([C:5]1[S:6][C:7]([Br:28])=[CH:8][C:9]=1[N:10]([CH:20]([CH2:25][OH:24])[CH2:21][OH:22])[C:11]([C@H:13]1[CH2:18][CH2:17][C@H:16]([CH3:19])[CH2:15][CH2:14]1)=[O:12])=[O:4]. The yield is 0.0720. (2) The yield is 0.620. The product is [CH3:6][O:7][C:8]1[CH:9]=[CH:10][C:11]([CH2:12][N:13]2[C:18]3[S:19][C:20]([CH:29]=[O:30])=[C:21]([CH3:22])[C:17]=3[C:16]3=[N:23][CH:24]=[N:25][N:15]3[C:14]2=[O:26])=[CH:27][CH:28]=1. The reactants are P(Cl)(Cl)(Cl)=O.[CH3:6][O:7][C:8]1[CH:28]=[CH:27][C:11]([CH2:12][N:13]2[C:18]3[S:19][CH:20]=[C:21]([CH3:22])[C:17]=3[C:16]3=[N:23][CH:24]=[N:25][N:15]3[C:14]2=[O:26])=[CH:10][CH:9]=1.[C:29](=O)([O-])[O-:30].[K+].[K+]. The catalyst is CN(C)C=O. (3) The reactants are [H-].[Na+].[C:3]([N:7]1[C:11]2=[N:12][CH:13]=[C:14]([S:16][C:17]3[CH:22]=[C:21]([F:23])[CH:20]=[C:19]([F:24])[CH:18]=3)[CH:15]=[C:10]2[C:9]([NH2:25])=[N:8]1)([CH3:6])([CH3:5])[CH3:4].[N:26]([C:29]1[CH:34]=[CH:33][C:32]([N:35]2[CH2:40][CH2:39][N:38]([CH3:41])[CH2:37][CH2:36]2)=[CH:31][CH:30]=1)=[C:27]=[O:28].O. The catalyst is CC(N(C)C)=O. The product is [C:3]([N:7]1[C:11]2=[N:12][CH:13]=[C:14]([S:16][C:17]3[CH:22]=[C:21]([F:23])[CH:20]=[C:19]([F:24])[CH:18]=3)[CH:15]=[C:10]2[C:9]([NH:25][C:27]([NH:26][C:29]2[CH:30]=[CH:31][C:32]([N:35]3[CH2:36][CH2:37][N:38]([CH3:41])[CH2:39][CH2:40]3)=[CH:33][CH:34]=2)=[O:28])=[N:8]1)([CH3:6])([CH3:4])[CH3:5]. The yield is 0.450. (4) The product is [Cl:1][C:2]1[CH:10]=[C:9]2[C:5]([C:6]([C:11](=[O:16])[C:12]([F:13])([F:14])[F:15])=[CH:7][N:8]2[CH:24]([CH3:26])[CH3:25])=[CH:4][CH:3]=1. The catalyst is CN(C)C=O. The yield is 0.830. The reactants are [Cl:1][C:2]1[CH:10]=[C:9]2[C:5]([C:6]([C:11](=[O:16])[C:12]([F:15])([F:14])[F:13])=[CH:7][NH:8]2)=[CH:4][CH:3]=1.C(=O)([O-])[O-].[K+].[K+].I[CH:24]([CH3:26])[CH3:25]. (5) The reactants are [Cl:1][C:2]1[CH:3]=[CH:4][C:5](I)=[N:6][CH:7]=1.Br[C:10]([F:17])([F:16])[C:11]([O:13][CH2:14][CH3:15])=[O:12].O.O.O.P([O-])([O-])(O)=O.[K+].[K+]. The catalyst is CS(C)=O.O. The product is [Cl:1][C:2]1[CH:3]=[CH:4][C:5]([C:10]([F:17])([F:16])[C:11]([O:13][CH2:14][CH3:15])=[O:12])=[N:6][CH:7]=1. The yield is 0.360. (6) The reactants are C(O)(C(F)(F)F)=O.[Cl:8][C:9]1[CH:14]=[CH:13][CH:12]=[C:11]([Cl:15])[C:10]=1[N:16]1[CH:47]=[CH:46][C:19]2[N:20]=[C:21]([NH:24][C:25]3[CH:30]=[C:29]([F:31])[C:28]([N:32]4[CH2:37][CH2:36][N:35](C(OC(C)(C)C)=O)[CH2:34][CH2:33]4)=[C:27]([F:45])[CH:26]=3)[N:22]=[CH:23][C:18]=2[C:17]1=[O:48]. The catalyst is C(Cl)Cl. The product is [Cl:8][C:9]1[CH:14]=[CH:13][CH:12]=[C:11]([Cl:15])[C:10]=1[N:16]1[CH:47]=[CH:46][C:19]2[N:20]=[C:21]([NH:24][C:25]3[CH:30]=[C:29]([F:31])[C:28]([N:32]4[CH2:33][CH2:34][NH:35][CH2:36][CH2:37]4)=[C:27]([F:45])[CH:26]=3)[N:22]=[CH:23][C:18]=2[C:17]1=[O:48]. The yield is 0.480.